From a dataset of Full USPTO retrosynthesis dataset with 1.9M reactions from patents (1976-2016). Predict the reactants needed to synthesize the given product. (1) Given the product [Cl:1][C:2]1[CH:3]=[C:4]([C:8]2[C:17]3[C:12](=[CH:13][CH:14]=[C:15]([C:18]([C:20]4[CH:24]=[CH:23][O:22][CH:21]=4)=[O:19])[CH:16]=3)[N:11]=[C:10]([O:25][CH3:26])[CH:9]=2)[CH:5]=[CH:6][CH:7]=1, predict the reactants needed to synthesize it. The reactants are: [Cl:1][C:2]1[CH:3]=[C:4]([C:8]2[C:17]3[C:12](=[CH:13][CH:14]=[C:15]([CH:18]([C:20]4[CH:24]=[CH:23][O:22][CH:21]=4)[OH:19])[CH:16]=3)[N:11]=[C:10]([O:25][CH3:26])[CH:9]=2)[CH:5]=[CH:6][CH:7]=1. (2) Given the product [CH2:1]([N:3]1[CH:7]=[C:6]([C:8]2[NH:25][C:11]3=[N:12][CH:13]=[CH:14][C:15]([C:16]4[CH:23]=[CH:22][C:19]([CH2:20][NH:21][C:62]([C:59]5[N:58]=[C:57]([C:53]([CH3:56])([CH3:55])[CH3:54])[O:61][N:60]=5)=[O:63])=[C:18]([F:24])[CH:17]=4)=[C:10]3[N:9]=2)[CH:5]=[N:4]1)[CH3:2], predict the reactants needed to synthesize it. The reactants are: [CH2:1]([N:3]1[CH:7]=[C:6]([C:8]2[NH:25][C:11]3=[N:12][CH:13]=[CH:14][C:15]([C:16]4[CH:23]=[CH:22][C:19]([CH2:20][NH2:21])=[C:18]([F:24])[CH:17]=4)=[C:10]3[N:9]=2)[CH:5]=[N:4]1)[CH3:2].C(P1(=O)OP(=O)(CCC)OP(=O)(CCC)O1)CC.CCN(C(C)C)C(C)C.[C:53]([C:57]1[O:61][N:60]=[C:59]([C:62](O)=[O:63])[N:58]=1)([CH3:56])([CH3:55])[CH3:54]. (3) Given the product [CH3:17][O:16][CH:3]([O:2][CH3:1])[CH2:4][CH2:5][N:6]1[CH:14]=[C:13]2[C:8]([CH:9]=[C:10]([NH:15][C:32]([NH:31][C:28]3[CH:29]=[CH:30][C:25]([O:18][C:19]4[CH:20]=[CH:21][CH:22]=[CH:23][CH:24]=4)=[CH:26][CH:27]=3)=[O:33])[CH:11]=[CH:12]2)=[N:7]1, predict the reactants needed to synthesize it. The reactants are: [CH3:1][O:2][CH:3]([O:16][CH3:17])[CH2:4][CH2:5][N:6]1[CH:14]=[C:13]2[C:8]([CH:9]=[C:10]([NH2:15])[CH:11]=[CH:12]2)=[N:7]1.[O:18]([C:25]1[CH:30]=[CH:29][C:28]([N:31]=[C:32]=[O:33])=[CH:27][CH:26]=1)[C:19]1[CH:24]=[CH:23][CH:22]=[CH:21][CH:20]=1. (4) Given the product [ClH:53].[F:1][C:2]1[CH:3]=[C:4]([CH:50]=[CH:51][CH:52]=1)[CH2:5][N:6]1[C:10]([CH3:11])=[C:9]([C:12]2[C:20]3[C:15](=[N:16][CH:17]=[C:18]([C:21]4[CH:26]=[N:25][C:24]([N:27]5[CH2:32][CH2:31][NH:30][CH2:29][CH2:28]5)=[CH:23][CH:22]=4)[CH:19]=3)[N:14]([S:40]([C:43]3[CH:44]=[CH:45][C:46]([CH3:47])=[CH:48][CH:49]=3)(=[O:42])=[O:41])[CH:13]=2)[CH:8]=[N:7]1, predict the reactants needed to synthesize it. The reactants are: [F:1][C:2]1[CH:3]=[C:4]([CH:50]=[CH:51][CH:52]=1)[CH2:5][N:6]1[C:10]([CH3:11])=[C:9]([C:12]2[C:20]3[C:15](=[N:16][CH:17]=[C:18]([C:21]4[CH:22]=[CH:23][C:24]([N:27]5[CH2:32][CH2:31][N:30](C(OC(C)(C)C)=O)[CH2:29][CH2:28]5)=[N:25][CH:26]=4)[CH:19]=3)[N:14]([S:40]([C:43]3[CH:49]=[CH:48][C:46]([CH3:47])=[CH:45][CH:44]=3)(=[O:42])=[O:41])[CH:13]=2)[CH:8]=[N:7]1.[ClH:53]. (5) Given the product [Cl:15][C:14]1[C:9]2[S:8][CH:7]=[C:6]([CH2:5][OH:4])[C:10]=2[N:11]=[CH:12][N:13]=1, predict the reactants needed to synthesize it. The reactants are: C([O:4][CH2:5][C:6]1[C:10]2[N:11]=[CH:12][N:13]=[C:14]([Cl:15])[C:9]=2[S:8][CH:7]=1)(=O)C.[OH-].[Na+]. (6) Given the product [CH3:35][N:36]([CH3:37])[CH2:7][CH2:8][S:9]([N:12]1[CH2:17][CH2:16][CH:15]([C:18]2[C:26]3[C:21](=[C:22]([C:32]([NH2:34])=[O:33])[CH:23]=[C:24]([C:27]4[CH:31]=[CH:30][S:29][CH:28]=4)[CH:25]=3)[NH:20][CH:19]=2)[CH2:14][CH2:13]1)(=[O:11])=[O:10], predict the reactants needed to synthesize it. The reactants are: NS(N)(=O)=O.Cl[CH2:7][CH2:8][S:9]([N:12]1[CH2:17][CH2:16][CH:15]([C:18]2[C:26]3[C:21](=[C:22]([C:32]([NH2:34])=[O:33])[CH:23]=[C:24]([C:27]4[CH:31]=[CH:30][S:29][CH:28]=4)[CH:25]=3)[NH:20][CH:19]=2)[CH2:14][CH2:13]1)(=[O:11])=[O:10].[CH3:35][NH:36][CH3:37].C1COCC1.C([O-])([O-])=O.[K+].[K+].[Na+].[I-]. (7) Given the product [CH2:1]([NH:3][C:7]([C:9]1[N:14]2[N:15]=[C:16]([NH:18][C:19]([NH:21][CH2:22][CH3:23])=[O:20])[N:17]=[C:13]2[CH:12]=[C:11]([Br:24])[CH:10]=1)=[O:6])[CH3:2], predict the reactants needed to synthesize it. The reactants are: [CH2:1]([NH2:3])[CH3:2].C([O:6][C:7]([C:9]1[N:14]2[N:15]=[C:16]([NH:18][C:19]([NH:21][CH2:22][CH3:23])=[O:20])[N:17]=[C:13]2[CH:12]=[C:11]([Br:24])[CH:10]=1)=O)C.NC(N)=S.